Dataset: Catalyst prediction with 721,799 reactions and 888 catalyst types from USPTO. Task: Predict which catalyst facilitates the given reaction. (1) Reactant: [Br:1]Br.[CH3:3][O:4][C:5]1[CH:13]2[CH:8]([CH:9]3[O:14][CH:12]2[CH2:11][CH2:10]3)[C:7](=[O:15])[CH:6]=1.C(N(CC)CC)C. Product: [Br:1][C:6]1[C:7](=[O:15])[CH:8]2[CH:13]([C:5]=1[O:4][CH3:3])[CH:12]1[O:14][CH:9]2[CH2:10][CH2:11]1. The catalyst class is: 4. (2) The catalyst class is: 64. Reactant: [Br:1][C:2]1[CH:8]=[CH:7][C:5]([NH2:6])=[CH:4][CH:3]=1.CCN(CC)CC.[CH3:16][C:17]([O:20][C:21](O[C:21]([O:20][C:17]([CH3:19])([CH3:18])[CH3:16])=[O:22])=[O:22])([CH3:19])[CH3:18]. Product: [Br:1][C:2]1[CH:8]=[CH:7][C:5]([NH:6][C:21](=[O:22])[O:20][C:17]([CH3:19])([CH3:18])[CH3:16])=[CH:4][CH:3]=1. (3) Reactant: [CH:1]([C:4]1[C:5]([C:15]([OH:17])=O)=[N:6][O:7][C:8]=1[C:9]1[CH:14]=[CH:13][CH:12]=[CH:11][N:10]=1)([CH3:3])[CH3:2].C1C=CC2N(O)N=NC=2C=1.C(N(C(C)C)CC)(C)C.C(Cl)CCl.O[N:42]=[C:43]([C:45]1[CH:62]=[CH:61][C:48]([CH2:49][N:50]2[CH2:53][CH:52]([C:54]([O:56][C:57]([CH3:60])([CH3:59])[CH3:58])=[O:55])[CH2:51]2)=[CH:47][CH:46]=1)[NH2:44].N1C=CC=CC=1C1C(C(F)(F)F)=C(C2ON=C(C3C=CC(CN4CC(C(O)=O)C4)=CC=3)N=2)ON=1. Product: [CH:1]([C:4]1[C:5]([C:15]2[O:17][N:44]=[C:43]([C:45]3[CH:46]=[CH:47][C:48]([CH2:49][N:50]4[CH2:51][CH:52]([C:54]([O:56][C:57]([CH3:58])([CH3:60])[CH3:59])=[O:55])[CH2:53]4)=[CH:61][CH:62]=3)[N:42]=2)=[N:6][O:7][C:8]=1[C:9]1[CH:14]=[CH:13][CH:12]=[CH:11][N:10]=1)([CH3:2])[CH3:3]. The catalyst class is: 10. (4) Reactant: Cl[C:2]1[N:7]=[C:6]([O:8][CH:9]([CH3:11])[CH3:10])[N:5]=[C:4]([NH:12][C:13]2[CH:18]=[CH:17][C:16]([N:19]3[CH:23]=[C:22]([CH3:24])[N:21]=[CH:20]3)=[C:15]([O:25][CH3:26])[CH:14]=2)[N:3]=1.[OH:27][C:28]1[CH:33]=[CH:32][CH:31]=[CH:30][C:29]=1[C:34]([F:37])([F:36])[F:35]. Product: [CH:9]([O:8][C:6]1[N:7]=[C:2]([O:27][C:28]2[CH:33]=[CH:32][CH:31]=[CH:30][C:29]=2[C:34]([F:35])([F:36])[F:37])[N:3]=[C:4]([NH:12][C:13]2[CH:18]=[CH:17][C:16]([N:19]3[CH:23]=[C:22]([CH3:24])[N:21]=[CH:20]3)=[C:15]([O:25][CH3:26])[CH:14]=2)[N:5]=1)([CH3:11])[CH3:10]. The catalyst class is: 13. (5) Reactant: [CH3:1][O:2][CH2:3][C:4]1[S:8][C:7]2=[N:9][C:10]([C:14]([F:17])([F:16])[F:15])=[C:11]([CH2:12]O)[N:6]2[N:5]=1.C1(C)C=CC(S(O)(=O)=O)=CC=1.[F:29][C:30]([F:40])([F:39])[CH2:31][CH2:32][CH:33]1[CH2:37][NH:36][C:35](=[O:38])[NH:34]1. Product: [CH3:1][O:2][CH2:3][C:4]1[S:8][C:7]2=[N:9][C:10]([C:14]([F:17])([F:16])[F:15])=[C:11]([CH2:12][N:36]3[CH2:37][CH:33]([CH2:32][CH2:31][C:30]([F:39])([F:40])[F:29])[NH:34][C:35]3=[O:38])[N:6]2[N:5]=1. The catalyst class is: 11. (6) Reactant: Br[C:2]1[CH:3]=[C:4]2[C:9](=[CH:10][CH:11]=1)[N:8]([C:12](=[O:14])[CH3:13])[C@@H:7]([CH3:15])[CH2:6][N:5]2[C:16]1[C:24]2[C:19](=[C:20]([F:25])[CH:21]=[CH:22][CH:23]=2)[N:18]([CH3:26])[N:17]=1.CC1(C)C(C)(C)OB([N:35]2[CH:39]=[CH:38][CH:37]=[N:36]2)O1.[C:41](=O)([O-])[O-].[K+].[K+].O1[CH2:52][CH2:51]OCC1. Product: [CH:52]1([N:35]2[CH:39]=[C:38]([C:2]3[CH:3]=[C:4]4[C:9](=[CH:10][CH:11]=3)[N:8]([C:12](=[O:14])[CH3:13])[C@@H:7]([CH3:15])[CH2:6][N:5]4[C:16]3[C:24]4[C:19](=[C:20]([F:25])[CH:21]=[CH:22][CH:23]=4)[N:18]([CH3:26])[N:17]=3)[CH:37]=[N:36]2)[CH2:51][CH2:41]1. The catalyst class is: 263.